This data is from Forward reaction prediction with 1.9M reactions from USPTO patents (1976-2016). The task is: Predict the product of the given reaction. (1) Given the reactants Br[CH2:2][C:3]1[CH:4]=[CH:5][C:6]([C:9]2[CH:14]=[CH:13][C:12]([C:15]([F:18])([F:17])[F:16])=[CH:11][C:10]=2[N+:19]([O-:21])=[O:20])=[N:7][CH:8]=1.[F:22][C:23]1[C:28]([F:29])=[CH:27][CH:26]=[CH:25][C:24]=1[C:30]1[N:38]=[C:33]2[CH:34]=[N:35][NH:36][CH:37]=[C:32]2[N:31]=1, predict the reaction product. The product is: [F:22][C:23]1[C:28]([F:29])=[CH:27][CH:26]=[CH:25][C:24]=1[C:30]1[N:38]=[C:33]2[CH:34]=[N:35][N:36]([CH2:2][C:3]3[CH:8]=[N:7][C:6]([C:9]4[CH:14]=[CH:13][C:12]([C:15]([F:18])([F:17])[F:16])=[CH:11][C:10]=4[N+:19]([O-:21])=[O:20])=[CH:5][CH:4]=3)[CH:37]=[C:32]2[N:31]=1. (2) Given the reactants C(P1(=O)OP(CCC)(=O)OP(CCC)(=O)[O:5]1)CC.[CH:19]([C:22]1[S:23][CH:24]=[C:25]([C:27]([N:29]2[CH2:34][C:33]3([CH2:39][CH2:38][N:37]([CH2:40][CH2:41][C:42]4[CH:55]=[CH:54][C:45]([CH2:46][CH2:47][O:48][CH2:49]CC(O)=O)=[CH:44][CH:43]=4)[CH2:36][CH2:35]3)[O:32][CH2:31][CH2:30]2)=[O:28])[N:26]=1)([CH3:21])[CH3:20].[CH2:56]([NH:58][CH2:59][CH:60]([O:63][CH3:64])[O:61][CH3:62])[CH3:57].C(N([CH2:70][CH3:71])CC)C, predict the reaction product. The product is: [CH3:62][O:61][CH:60]([O:63][CH3:64])[CH2:59][N:58]([CH2:70][CH3:71])[C:56](=[O:5])[CH2:57][CH2:49][O:48][CH2:47][CH2:46][C:45]1[CH:54]=[CH:55][C:42]([CH2:41][CH2:40][N:37]2[CH2:38][CH2:39][C:33]3([O:32][CH2:31][CH2:30][N:29]([C:27]([C:25]4[N:26]=[C:22]([CH:19]([CH3:21])[CH3:20])[S:23][CH:24]=4)=[O:28])[CH2:34]3)[CH2:35][CH2:36]2)=[CH:43][CH:44]=1. (3) Given the reactants [Cl:1][C:2]1[C:7]([F:8])=[CH:6][C:5]([CH:9](C(OCC)=O)[C:10]([O:12]CC)=[O:11])=[C:4]([F:20])[CH:3]=1.[OH-].[Na+].Cl, predict the reaction product. The product is: [Cl:1][C:2]1[C:7]([F:8])=[CH:6][C:5]([CH2:9][C:10]([OH:12])=[O:11])=[C:4]([F:20])[CH:3]=1. (4) Given the reactants [CH3:1][C:2]([Si:5]([CH3:29])([CH3:28])[O:6][CH2:7][C@@H:8]([NH:18][C:19]1[C:24]([NH2:25])=[CH:23][CH:22]=[C:21]([O:26][CH3:27])[N:20]=1)[CH2:9][O:10][CH2:11][C:12]1[CH:17]=[CH:16][CH:15]=[CH:14][CH:13]=1)([CH3:4])[CH3:3].C([O-])([O-])=O.[K+].[K+].Br[CH2:37][C:38]([O:40][CH2:41][CH3:42])=[O:39], predict the reaction product. The product is: [CH3:4][C:2]([Si:5]([CH3:28])([CH3:29])[O:6][CH2:7][C@@H:8]([NH:18][C:19]1[C:24]([NH:25][CH2:37][C:38]([O:40][CH2:41][CH3:42])=[O:39])=[CH:23][CH:22]=[C:21]([O:26][CH3:27])[N:20]=1)[CH2:9][O:10][CH2:11][C:12]1[CH:17]=[CH:16][CH:15]=[CH:14][CH:13]=1)([CH3:1])[CH3:3]. (5) The product is: [Br:1][C:2]1[CH:3]=[N:4][C:5]2[N:6]([N:8]=[C:9]([C:11]([N:25]3[CH2:24][CH:23]=[C:22]([C:19]4[CH:20]=[CH:21][C:16]([C:15]([F:14])([F:28])[F:29])=[CH:17][CH:18]=4)[CH2:27][CH2:26]3)=[O:13])[CH:10]=2)[CH:7]=1. Given the reactants [Br:1][C:2]1[CH:3]=[N:4][C:5]2[N:6]([N:8]=[C:9]([C:11]([OH:13])=O)[CH:10]=2)[CH:7]=1.[F:14][C:15]([F:29])([F:28])[C:16]1[CH:21]=[CH:20][C:19]([C:22]2[CH2:23][CH2:24][NH:25][CH2:26][CH:27]=2)=[CH:18][CH:17]=1, predict the reaction product. (6) Given the reactants F[C:2](F)(F)[C:3](O)=[O:4].[Cl:8][C:9]1[CH:14]=[CH:13][CH:12]=[CH:11][C:10]=1[N:15]1[CH:19]([C:20]2[CH:25]=[CH:24][C:23]([C:26]3[CH2:27][CH2:28][NH:29][CH2:30][CH:31]=3)=[CH:22][CH:21]=2)[CH2:18][C:17]([C:32]([C:38]([F:41])([F:40])[F:39])([C:34]([F:37])([F:36])[F:35])[OH:33])=[N:16]1.C(N(CC)CC)C.C(Cl)(=O)C.ClCCl, predict the reaction product. The product is: [Cl:8][C:9]1[CH:14]=[CH:13][CH:12]=[CH:11][C:10]=1[N:15]1[CH:19]([C:20]2[CH:21]=[CH:22][C:23]([C:26]3[CH2:27][CH2:28][N:29]([C:3](=[O:4])[CH3:2])[CH2:30][CH:31]=3)=[CH:24][CH:25]=2)[CH2:18][C:17]([C:32]([C:38]([F:41])([F:39])[F:40])([C:34]([F:35])([F:36])[F:37])[OH:33])=[N:16]1.